Dataset: Full USPTO retrosynthesis dataset with 1.9M reactions from patents (1976-2016). Task: Predict the reactants needed to synthesize the given product. (1) Given the product [Br:8][C:9]1[CH:10]=[C:11]([N:16]2[C:20](=[O:21])[O:19][N:18]=[C:17]2[C:22]2[C:23]([NH:27][CH2:28][C:29]3[CH:30]=[CH:31][C:32]([CH2:35][N:36]4[CH2:37][CH2:38][O:39][CH2:40][CH2:41]4)=[CH:33][CH:34]=3)=[N:24][O:25][N:26]=2)[CH:12]=[CH:13][C:14]=1[F:15], predict the reactants needed to synthesize it. The reactants are: FC(F)(F)C(O)=O.[Br:8][C:9]1[CH:10]=[C:11]([N:16]2[C:20](=[O:21])[O:19][N:18]=[C:17]2[C:22]2[C:23]([NH:27][C:28](=O)[C:29]3[CH:34]=[CH:33][C:32]([CH2:35][N:36]4[CH2:41][CH2:40][O:39][CH2:38][CH2:37]4)=[CH:31][CH:30]=3)=[N:24][O:25][N:26]=2)[CH:12]=[CH:13][C:14]=1[F:15].P(Cl)(Cl)(Cl)(Cl)Cl.C([BH3-])#N.[Na+]. (2) Given the product [CH3:11][NH:10][C:7]1[CH:8]=[CH:9][C:4]([CH2:3][CH2:2][OH:1])=[CH:5][CH:6]=1, predict the reactants needed to synthesize it. The reactants are: [OH:1][CH2:2][CH2:3][C:4]1[CH:9]=[CH:8][C:7]([NH:10][CH:11]=O)=[CH:6][CH:5]=1.[H-].[Al+3].[Li+].[H-].[H-].[H-].[OH-].[K+]. (3) Given the product [CH3:12][N:6]1[C:5](=[O:13])[C:4]2[C:9](=[CH:10][CH:11]=[C:2]([O:1][C:21]3[CH:26]=[CH:25][C:24]([N+:27]([O-:29])=[O:28])=[CH:23][CH:22]=3)[CH:3]=2)[N:8]=[CH:7]1, predict the reactants needed to synthesize it. The reactants are: [OH:1][C:2]1[CH:3]=[C:4]2[C:9](=[CH:10][CH:11]=1)[N:8]=[CH:7][N:6]([CH3:12])[C:5]2=[O:13].C([O-])([O-])=O.[K+].[K+].F[C:21]1[CH:26]=[CH:25][C:24]([N+:27]([O-:29])=[O:28])=[CH:23][CH:22]=1. (4) The reactants are: [N:1]([O-])=O.[Na+].[NH2:5][C:6]1[C:7]([C:29]#[N:30])=[N:8][C:9]([C:14]2[CH:19]=[CH:18][C:17]([O:20][CH2:21][CH2:22][CH2:23][OH:24])=[C:16]([C:25]([F:28])([F:27])[F:26])[CH:15]=2)=[CH:10][C:11]=1[NH:12][CH3:13]. Given the product [OH:24][CH2:23][CH2:22][CH2:21][O:20][C:17]1[CH:18]=[CH:19][C:14]([C:9]2[N:8]=[C:7]([C:29]#[N:30])[C:6]3[N:5]=[N:1][N:12]([CH3:13])[C:11]=3[CH:10]=2)=[CH:15][C:16]=1[C:25]([F:28])([F:26])[F:27], predict the reactants needed to synthesize it. (5) Given the product [O:36]=[C:33]1[CH2:34][CH2:35][CH:30]([C:27]2[CH:26]=[CH:25][C:24]([O:23][CH2:22][CH2:21][CH2:20][N:15]3[CH2:16][CH2:17][CH2:18][C@H:13]([CH3:12])[CH2:14]3)=[CH:29][CH:28]=2)[CH2:31][CH2:32]1, predict the reactants needed to synthesize it. The reactants are: C(O)(=O)C(C1C=CC=CC=1)O.[CH3:12][C@H:13]1[CH2:18][CH2:17][CH2:16][NH:15][CH2:14]1.Cl[CH2:20][CH2:21][CH2:22][O:23][C:24]1[CH:29]=[CH:28][C:27]([CH:30]2[CH2:35][CH2:34][C:33](=[O:36])[CH2:32][CH2:31]2)=[CH:26][CH:25]=1.C(=O)([O-])[O-].[K+].[K+].[I-].[K+]. (6) The reactants are: Cl.[C:2]([C:4]1([NH:7][C:8]([C@@H:10]2[CH2:14][C@@H:13]([S:15]([C:18]3[CH:23]=[CH:22][CH:21]=[CH:20][C:19]=3[C:24]([F:27])([F:26])[F:25])(=[O:17])=[O:16])[CH2:12][NH:11]2)=[O:9])[CH2:6][CH2:5]1)#[N:3].[F:28][C:29]([F:40])([F:39])[CH:30]1[CH2:35][CH2:34][CH:33]([C:36](O)=[O:37])[CH2:32][CH2:31]1. Given the product [C:2]([C:4]1([NH:7][C:8]([C@@H:10]2[CH2:14][C@@H:13]([S:15]([C:18]3[CH:23]=[CH:22][CH:21]=[CH:20][C:19]=3[C:24]([F:27])([F:25])[F:26])(=[O:17])=[O:16])[CH2:12][N:11]2[C:36]([CH:33]2[CH2:32][CH2:31][CH:30]([C:29]([F:28])([F:39])[F:40])[CH2:35][CH2:34]2)=[O:37])=[O:9])[CH2:5][CH2:6]1)#[N:3], predict the reactants needed to synthesize it. (7) Given the product [CH3:1][O:2][C:3]1[CH:4]=[C:5]([CH:9]=[CH:10][C:11]=1[N:12]([CH3:13])[CH3:14])[C:6]#[N:8], predict the reactants needed to synthesize it. The reactants are: [CH3:1][O:2][C:3]1[CH:4]=[C:5]([CH:9]=[CH:10][C:11]=1[N:12]([CH3:14])[CH3:13])[C:6]([NH2:8])=O.O=P(Cl)(Cl)Cl.C(N(C(C)C)CC)(C)C.C(=O)([O-])[O-].[Na+].[Na+]. (8) Given the product [Cl:21][C:22]1[CH:23]=[CH:24][C:25]([N:29]2[CH2:30][CH2:31][CH2:32][CH2:33][CH2:34]2)=[C:26]([NH:27][C:2](=[O:9])[C:3]2[CH:8]=[CH:7][N:6]=[CH:5][CH:4]=2)[CH:28]=1, predict the reactants needed to synthesize it. The reactants are: Cl.[C:2](Cl)(=[O:9])[C:3]1[CH:8]=[CH:7][N:6]=[CH:5][CH:4]=1.C(N(CC)CC)C.ClCCl.[Cl:21][C:22]1[CH:23]=[CH:24][C:25]([N:29]2[CH2:34][CH2:33][CH2:32][CH2:31][CH2:30]2)=[C:26]([CH:28]=1)[NH2:27].